Dataset: Forward reaction prediction with 1.9M reactions from USPTO patents (1976-2016). Task: Predict the product of the given reaction. (1) The product is: [Cl:1][C:2]1[C:22]([Cl:23])=[CH:21][C:5]2[N:6]([C:11]3[CH:12]=[CH:13][C:14]([CH2:17][C:18]([NH:20][C:34]([NH:33][S:30]([C:27]4[CH:28]=[CH:29][C:24]([CH3:36])=[CH:25][CH:26]=4)(=[O:32])=[O:31])=[O:35])=[O:19])=[CH:15][CH:16]=3)[C:7]([CH2:9][CH3:10])=[N:8][C:4]=2[CH:3]=1. Given the reactants [Cl:1][C:2]1[C:22]([Cl:23])=[CH:21][C:5]2[N:6]([C:11]3[CH:16]=[CH:15][C:14]([CH2:17][C:18]([NH2:20])=[O:19])=[CH:13][CH:12]=3)[C:7]([CH2:9][CH3:10])=[N:8][C:4]=2[CH:3]=1.[C:24]1([CH3:36])[CH:29]=[CH:28][C:27]([S:30]([N:33]=[C:34]=[O:35])(=[O:32])=[O:31])=[CH:26][CH:25]=1.C1(C)C=CC=CC=1, predict the reaction product. (2) The product is: [CH:2]([N:5]1[C:9]([C:10]2[N:19]=[C:18]3[C:17]4[CH:20]=[CH:21][C:22]([NH:24][CH2:25][C:26]([NH2:31])=[O:27])=[CH:23][C:16]=4[O:15][CH2:14][CH2:13][N:12]3[CH:11]=2)=[N:8][CH:7]=[N:6]1)([CH3:4])[CH3:3]. Given the reactants [Li+].[CH:2]([N:5]1[C:9]([C:10]2[N:19]=[C:18]3[N:12]([CH2:13][CH2:14][O:15][C:16]4[CH:23]=[C:22]([NH:24][CH2:25][C:26]([O-])=[O:27])[CH:21]=[CH:20][C:17]=43)[CH:11]=2)=[N:8][CH:7]=[N:6]1)([CH3:4])[CH3:3].C([N:31]=C=NCCCN(C)C)C.O.ON1C2C=CC=CC=2N=N1.CCN(C(C)C)C(C)C.[Cl-].[NH4+], predict the reaction product. (3) Given the reactants [F:1][C:2]([F:25])([F:24])[C:3]1[CH:23]=[CH:22][C:6]([C:7]([N:9]2[CH2:14][CH2:13][N:12](C(OC(C)(C)C)=O)[CH2:11][CH2:10]2)=[O:8])=[CH:5][CH:4]=1.[C:26]([OH:32])([C:28]([F:31])([F:30])[F:29])=[O:27], predict the reaction product. The product is: [F:29][C:28]([F:31])([F:30])[C:26]([OH:32])=[O:27].[N:9]1([C:7]([C:6]2[CH:5]=[CH:4][C:3]([C:2]([F:24])([F:1])[F:25])=[CH:23][CH:22]=2)=[O:8])[CH2:14][CH2:13][NH:12][CH2:11][CH2:10]1. (4) Given the reactants [C:1]1([N:11]2[C:15]([S:16][CH2:17][C:18]([O:20]CC)=[O:19])=[C:14]([Si:23]([CH3:26])([CH3:25])[CH3:24])[N:13]=[N:12]2)[C:10]2[C:5](=[CH:6][CH:7]=[CH:8][CH:9]=2)[CH:4]=[CH:3][CH:2]=1.[OH-].[Na+], predict the reaction product. The product is: [C:1]1([N:11]2[C:15]([S:16][CH2:17][C:18]([OH:20])=[O:19])=[C:14]([Si:23]([CH3:26])([CH3:25])[CH3:24])[N:13]=[N:12]2)[C:10]2[C:5](=[CH:6][CH:7]=[CH:8][CH:9]=2)[CH:4]=[CH:3][CH:2]=1. (5) Given the reactants [I:1][C:2]1[CH:7]=[CH:6][C:5]([S:8](Cl)(=[O:10])=[O:9])=[CH:4][CH:3]=1.[OH-:12].[K+:13], predict the reaction product. The product is: [I:1][C:2]1[CH:7]=[CH:6][C:5]([S:8]([O-:10])(=[O:12])=[O:9])=[CH:4][CH:3]=1.[K+:13]. (6) Given the reactants Cl.N1C=CC=CC=1.C[O:9][C:10]1[C:15]2[S:16][C:17]3[CH:22]=[CH:21][CH:20]=[CH:19][C:18]=3[C:14]=2[C:13]([N+:23]([O-:25])=[O:24])=[CH:12][CH:11]=1, predict the reaction product. The product is: [N+:23]([C:13]1[C:14]2[C:18]3[CH:19]=[CH:20][CH:21]=[CH:22][C:17]=3[S:16][C:15]=2[C:10]([OH:9])=[CH:11][CH:12]=1)([O-:25])=[O:24]. (7) Given the reactants [Cl:1][C:2]1[C:11]2[C:6](=[CH:7][CH:8]=[CH:9][CH:10]=2)[N:5]=[CH:4][C:3]=1[NH2:12].[Cl:13][CH2:14][CH2:15][CH2:16][CH2:17][C:18](Cl)=[O:19], predict the reaction product. The product is: [Cl:13][CH2:14][CH2:15][CH2:16][CH2:17][C:18]([NH:12][C:3]1[CH:4]=[N:5][C:6]2[C:11]([C:2]=1[Cl:1])=[CH:10][CH:9]=[CH:8][CH:7]=2)=[O:19].